Predict the reactants needed to synthesize the given product. From a dataset of Full USPTO retrosynthesis dataset with 1.9M reactions from patents (1976-2016). (1) Given the product [CH2:1]([C:3]1[N:8]=[C:7]2[N:9]([CH:13]([CH2:14][CH3:15])[CH2:16][CH3:17])[N:10]=[C:11]([CH3:12])[C:6]2=[N:5][C:4]=1[C:18]1[C:19]([O:27][S:30]([C:29]([F:42])([F:41])[F:28])(=[O:32])=[O:31])=[N:20][C:21]([CH:24]([CH3:25])[CH3:26])=[CH:22][CH:23]=1)[CH3:2], predict the reactants needed to synthesize it. The reactants are: [CH2:1]([C:3]1[N:8]=[C:7]2[N:9]([CH:13]([CH2:16][CH3:17])[CH2:14][CH3:15])[N:10]=[C:11]([CH3:12])[C:6]2=[N:5][C:4]=1[C:18]1[C:19]([OH:27])=[N:20][C:21]([CH:24]([CH3:26])[CH3:25])=[CH:22][CH:23]=1)[CH3:2].[F:28][C:29]([F:42])([F:41])[S:30](O[S:30]([C:29]([F:42])([F:41])[F:28])(=[O:32])=[O:31])(=[O:32])=[O:31].C(N(CC)CC)C. (2) Given the product [CH3:8][O:7][C:5](=[O:6])[C:4]1[CH:9]=[CH:10][C:11]([OH:12])=[C:2]([NH:1][C:18]([O:17][C:13]([CH3:16])([CH3:15])[CH3:14])=[O:19])[CH:3]=1, predict the reactants needed to synthesize it. The reactants are: [NH2:1][C:2]1[CH:3]=[C:4]([CH:9]=[CH:10][C:11]=1[OH:12])[C:5]([O:7][CH3:8])=[O:6].[C:13]([O:17][C:18](O[C:18]([O:17][C:13]([CH3:16])([CH3:15])[CH3:14])=[O:19])=[O:19])([CH3:16])([CH3:15])[CH3:14]. (3) Given the product [N:1]1([CH2:6][C:7]2[CH:8]=[C:9]([CH:38]=[C:39]([Cl:41])[CH:40]=2)/[CH:10]=[CH:11]/[C:12]2[CH:13]=[CH:14][C:15]([N:18]3[CH2:19][CH2:20][N:21]([S:24]([C:27]4[N:42]=[CH:43][NH:44][CH:28]=4)(=[O:25])=[O:26])[CH2:22][CH2:23]3)=[CH:16][CH:17]=2)[CH:5]=[CH:4][N:3]=[CH:2]1, predict the reactants needed to synthesize it. The reactants are: [N:1]1([CH2:6][C:7]2[CH:8]=[C:9]([CH:38]=[C:39]([Cl:41])[CH:40]=2)/[CH:10]=[CH:11]/[C:12]2[CH:17]=[CH:16][C:15]([N:18]3[CH2:23][CH2:22][N:21]([S:24]([C:27]4C=CC=C(OC(F)(F)F)[CH:28]=4)(=[O:26])=[O:25])[CH2:20][CH2:19]3)=[CH:14][CH:13]=2)[CH:5]=[CH:4][N:3]=[CH:2]1.[NH:42]1C(S(Cl)(=O)=O)=C[N:44]=[CH:43]1.FC(F)(F)OC1C=C(S(Cl)(=O)=O)C=CC=1.